This data is from Forward reaction prediction with 1.9M reactions from USPTO patents (1976-2016). The task is: Predict the product of the given reaction. (1) Given the reactants Cl.Cl.Cl.[NH:4]1[CH2:9][CH2:8][CH:7]([N:10]2[CH2:13][C:12]([CH2:36][C:37]#[N:38])([N:14]3[CH:18]=[C:17]([C:19]4[C:20]5[CH:27]=[CH:26][N:25](COCC[Si](C)(C)C)[C:21]=5[N:22]=[CH:23][N:24]=4)[CH:16]=[N:15]3)[CH2:11]2)[CH2:6][CH2:5]1.[F:39][C:40]([F:50])([F:49])[C:41]1[N:42]=[C:43]([C:46](O)=[O:47])[S:44][CH:45]=1, predict the reaction product. The product is: [N:22]1[C:21]2[NH:25][CH:26]=[CH:27][C:20]=2[C:19]([C:17]2[CH:16]=[N:15][N:14]([C:12]3([CH2:36][C:37]#[N:38])[CH2:13][N:10]([CH:7]4[CH2:8][CH2:9][N:4]([C:46]([C:43]5[S:44][CH:45]=[C:41]([C:40]([F:49])([F:39])[F:50])[N:42]=5)=[O:47])[CH2:5][CH2:6]4)[CH2:11]3)[CH:18]=2)=[N:24][CH:23]=1. (2) Given the reactants [CH3:1][O-].[Na+].[CH3:4][S:5]([NH:8][C:9]1[CH:10]=[C:11]([CH:16]=[CH:17][CH:18]=1)[C:12]([O:14][CH3:15])=[O:13])(=[O:7])=[O:6].CI, predict the reaction product. The product is: [CH3:1][N:8]([S:5]([CH3:4])(=[O:7])=[O:6])[C:9]1[CH:10]=[C:11]([CH:16]=[CH:17][CH:18]=1)[C:12]([O:14][CH3:15])=[O:13].